From a dataset of Full USPTO retrosynthesis dataset with 1.9M reactions from patents (1976-2016). Predict the reactants needed to synthesize the given product. (1) Given the product [Cl:1][C:2]1[C:7]([Cl:8])=[C:6]([Cl:9])[CH:5]=[CH:4][C:3]=1[S:10]([NH:14][C:15]1[CH:20]=[CH:19][CH:18]=[C:17]([C:21]2[NH:25][N:24]=[N:23][N:22]=2)[CH:16]=1)(=[O:12])=[O:11], predict the reactants needed to synthesize it. The reactants are: [Cl:1][C:2]1[C:7]([Cl:8])=[C:6]([Cl:9])[CH:5]=[CH:4][C:3]=1[S:10](Cl)(=[O:12])=[O:11].[NH2:14][C:15]1[CH:16]=[C:17]([C:21]2[NH:25][N:24]=[N:23][N:22]=2)[CH:18]=[CH:19][CH:20]=1.N1C=CC=CC=1. (2) The reactants are: [CH2:1]([C:3]1[CH:10]=[C:9]([O:11]CC2C=CC=CC=2)[CH:8]=[CH:7][C:4]=1[C:5]#[N:6])[CH3:2]. Given the product [CH2:1]([C:3]1[CH:10]=[C:9]([OH:11])[CH:8]=[CH:7][C:4]=1[C:5]#[N:6])[CH3:2], predict the reactants needed to synthesize it. (3) Given the product [NH2:7][C@@H:8]([C:12]1[CH:17]=[CH:16][C:15]([F:18])=[CH:14][CH:13]=1)[CH2:9][OH:10], predict the reactants needed to synthesize it. The reactants are: [H-].[H-].[H-].[H-].[Li+].[Al+3].[NH2:7][C@@H:8]([C:12]1[CH:17]=[CH:16][C:15]([F:18])=[CH:14][CH:13]=1)[C:9](O)=[O:10]. (4) Given the product [CH2:39]([C:36]([CH2:35][C:32]1[CH:31]=[CH:30][CH:29]=[CH:34][CH:33]=1)([C:37](=[O:52])[CH2:36][CH2:35][C:5]1[CH:4]=[CH:3][CH:2]=[CH:7][CH:6]=1)[C:37](=[O:52])[CH2:38][CH2:39][C:40]1[CH:41]=[CH:42][CH:43]=[CH:44][CH:45]=1)[C:40]1[CH:45]=[CH:44][CH:43]=[CH:42][CH:41]=1, predict the reactants needed to synthesize it. The reactants are: O[C:2]1[CH:7]=[CH:6][C:5](C=CC(=O)C=C[C:2]2[CH:7]=[CH:6][C:5](O)=[C:4](OC)[CH:3]=2)=[CH:4][C:3]=1OC.COCO[C:29]1[CH:34]=[CH:33][C:32]([CH:35]=[CH:36][C:37](=[O:52])[CH:38]=[CH:39][C:40]2[CH:45]=[CH:44][C:43](OCOC)=[C:42](OC)[CH:41]=2)=[CH:31][C:30]=1OC. (5) The reactants are: [N+:1]([C:4]1[CH:9]=[CH:8][CH:7]=[CH:6][C:5]=1[OH:10])([O-:3])=[O:2].Cl.Cl[CH2:13][C:14]1[CH:19]=[CH:18][N:17]=[CH:16][CH:15]=1. Given the product [N+:1]([C:4]1[CH:9]=[CH:8][CH:7]=[CH:6][C:5]=1[O:10][CH2:13][C:14]1[CH:19]=[CH:18][N:17]=[CH:16][CH:15]=1)([O-:3])=[O:2], predict the reactants needed to synthesize it. (6) Given the product [CH3:1][O:2][C:3]1[CH:8]=[CH:7][C:6]2[C:5](=[C:12]([C:10]([OH:20])=[O:11])[C:14]3[C:19]([N:9]=2)=[CH:18][CH:17]=[CH:16][CH:15]=3)[CH:4]=1, predict the reactants needed to synthesize it. The reactants are: [CH3:1][O:2][C:3]1[CH:8]=[CH:7][C:6]([N:9]2[C:19]3[C:14](=[CH:15][CH:16]=[CH:17][CH:18]=3)[C:12](=O)[C:10]2=[O:11])=[CH:5][CH:4]=1.[OH-:20].[K+]. (7) The reactants are: [Cl:1][C:2]1[N:10]=[C:9]2[C:5]([N:6]=[CH:7][N:8]2[CH3:11])=[C:4]([N:12]2[CH2:17][CH2:16][O:15][CH2:14][C@@H:13]2[CH3:18])[N:3]=1.C([N-]C(C)C)(C)C.[Li+].[O:27]1[CH2:32][CH2:31][C:30](=[O:33])[CH2:29][CH2:28]1. Given the product [Cl:1][C:2]1[N:10]=[C:9]2[C:5]([N:6]=[C:7]([C:30]3([OH:33])[CH2:31][CH2:32][O:27][CH2:28][CH2:29]3)[N:8]2[CH3:11])=[C:4]([N:12]2[CH2:17][CH2:16][O:15][CH2:14][C@@H:13]2[CH3:18])[N:3]=1, predict the reactants needed to synthesize it. (8) The reactants are: [CH3:1][C:2]1([CH3:15])[O:6][B:5]([OH:7])[C:4]2[CH:8]=[C:9]([N+:12]([O-])=O)[CH:10]=[CH:11][C:3]1=2.Cl.C(Cl)Cl.CO. Given the product [NH2:12][C:9]1[CH:10]=[CH:11][C:3]2[C:2]([CH3:1])([CH3:15])[O:6][B:5]([OH:7])[C:4]=2[CH:8]=1, predict the reactants needed to synthesize it. (9) Given the product [Cl-:30].[C:27]([N+:1]1[C:25]([C:20]2[CH:21]=[CH:22][CH:23]=[CH:24][N:19]=2)=[C:18]([NH:17][CH:11]2[CH2:16][CH2:15][CH2:14][CH2:13][CH2:12]2)[N:3]2[CH:4]=[C:5]([N+:8]([O-:10])=[O:9])[CH:6]=[CH:7][C:2]=12)(=[O:29])[CH3:28], predict the reactants needed to synthesize it. The reactants are: [NH2:1][C:2]1[CH:7]=[CH:6][C:5]([N+:8]([O-:10])=[O:9])=[CH:4][N:3]=1.[CH:11]1([N+:17]#[C-:18])[CH2:16][CH2:15][CH2:14][CH2:13][CH2:12]1.[N:19]1[CH:24]=[CH:23][CH:22]=[CH:21][C:20]=1[CH:25]=O.[C:27]([Cl:30])(=[O:29])[CH3:28].